From a dataset of Full USPTO retrosynthesis dataset with 1.9M reactions from patents (1976-2016). Predict the reactants needed to synthesize the given product. (1) Given the product [Cl:39][C:36]1[CH:35]=[CH:34][C:33]([C:12]2[C:11]3[C:16](=[CH:17][CH:18]=[C:9]([OH:8])[CH:10]=3)[C:15](=[O:19])[N:14]([CH2:20][CH:21]([CH3:23])[CH3:22])[C:13]=2[CH2:24][NH:25][C:26](=[O:32])[O:27][C:28]([CH3:29])([CH3:31])[CH3:30])=[CH:38][CH:37]=1, predict the reactants needed to synthesize it. The reactants are: C([O:8][C:9]1[CH:10]=[C:11]2[C:16](=[CH:17][CH:18]=1)[C:15](=[O:19])[N:14]([CH2:20][CH:21]([CH3:23])[CH3:22])[C:13]([CH2:24][NH:25][C:26](=[O:32])[O:27][C:28]([CH3:31])([CH3:30])[CH3:29])=[C:12]2[C:33]1[CH:38]=[CH:37][C:36]([Cl:39])=[CH:35][CH:34]=1)C1C=CC=CC=1.Br.[OH-].[Na+].C(OC(OC(C)(C)C)=O)(OC(C)(C)C)=O. (2) Given the product [CH3:1][C@@H:2]1[C@H:6]([CH3:7])[O:5][C:4]([C:8]2[NH:12][C:11]([C:13]3[CH:14]=[C:15]([CH:16]=[C:17]([O:19][C@@H:20]([CH3:24])[CH2:21][O:22][CH3:23])[CH:18]=3)[O:25][C:27]3[CH:32]=[N:31][C:30]([S:33]([CH3:36])(=[O:35])=[O:34])=[CH:29][N:28]=3)=[CH:10][CH:9]=2)=[N:3]1, predict the reactants needed to synthesize it. The reactants are: [CH3:1][C@@H:2]1[C@H:6]([CH3:7])[O:5][C:4]([C:8]2[NH:12][C:11]([C:13]3[CH:14]=[C:15]([OH:25])[CH:16]=[C:17]([O:19][C@@H:20]([CH3:24])[CH2:21][O:22][CH3:23])[CH:18]=3)=[CH:10][CH:9]=2)=[N:3]1.Cl[C:27]1[CH:32]=[N:31][C:30]([S:33]([CH3:36])(=[O:35])=[O:34])=[CH:29][N:28]=1.C(=O)([O-])[O-].[Cs+].[Cs+].O.